Dataset: NCI-60 drug combinations with 297,098 pairs across 59 cell lines. Task: Regression. Given two drug SMILES strings and cell line genomic features, predict the synergy score measuring deviation from expected non-interaction effect. (1) Drug 1: CC1=CC=C(C=C1)C2=CC(=NN2C3=CC=C(C=C3)S(=O)(=O)N)C(F)(F)F. Drug 2: CN(CCCl)CCCl.Cl. Cell line: HOP-92. Synergy scores: CSS=17.2, Synergy_ZIP=-2.66, Synergy_Bliss=1.97, Synergy_Loewe=-14.0, Synergy_HSA=-2.43. (2) Drug 1: CCCS(=O)(=O)NC1=C(C(=C(C=C1)F)C(=O)C2=CNC3=C2C=C(C=N3)C4=CC=C(C=C4)Cl)F. Drug 2: CC1=CC2C(CCC3(C2CCC3(C(=O)C)OC(=O)C)C)C4(C1=CC(=O)CC4)C. Cell line: HS 578T. Synergy scores: CSS=5.73, Synergy_ZIP=4.79, Synergy_Bliss=12.3, Synergy_Loewe=2.79, Synergy_HSA=4.74. (3) Drug 1: CC(CN1CC(=O)NC(=O)C1)N2CC(=O)NC(=O)C2. Drug 2: CC(C)(C#N)C1=CC(=CC(=C1)CN2C=NC=N2)C(C)(C)C#N. Cell line: LOX IMVI. Synergy scores: CSS=20.0, Synergy_ZIP=-5.37, Synergy_Bliss=-4.71, Synergy_Loewe=-1.89, Synergy_HSA=-2.09.